The task is: Predict the reactants needed to synthesize the given product.. This data is from Full USPTO retrosynthesis dataset with 1.9M reactions from patents (1976-2016). Given the product [CH3:16][O:15][C:10]1[CH:11]=[CH:12][CH:13]=[CH:14][C:9]=1[N:8]1[C:73](=[O:75])[NH:1][C:2]2[C:7]1=[N:6][C:5]([NH:17][CH2:18][C@H:19]1[CH2:23][CH2:22][CH2:21][NH:20]1)=[N:4][C:3]=2[C:31]([NH2:43])=[O:33], predict the reactants needed to synthesize it. The reactants are: [NH2:1][C:2]1[C:3]([C:31]([O:33]CC)=O)=[N:4][C:5]([NH:17][CH2:18][C@H:19]2[CH2:23][CH2:22][CH2:21][N:20]2C(OC(C)(C)C)=O)=[N:6][C:7]=1[NH:8][C:9]1[CH:14]=[CH:13][CH:12]=[CH:11][C:10]=1[O:15][CH3:16].C(OC([N:43]1CCC[C@@H]1CNC1N=C(C(OCC)=O)C([N+]([O-])=O)=C(NC2C=CC=CC=2OC)N=1)=O)(C)(C)C.[CH2:73]([OH:75])C.